Dataset: Peptide-MHC class II binding affinity with 134,281 pairs from IEDB. Task: Regression. Given a peptide amino acid sequence and an MHC pseudo amino acid sequence, predict their binding affinity value. This is MHC class II binding data. (1) The peptide sequence is SKGSSSELSAQQKK. The MHC is DRB1_0301 with pseudo-sequence DRB1_0301. The binding affinity (normalized) is 0. (2) The peptide sequence is GELQIVDKIDAAAKI. The MHC is DRB1_0401 with pseudo-sequence DRB1_0401. The binding affinity (normalized) is 0.583. (3) The peptide sequence is IRAWVAWRAHC. The MHC is H-2-IEd with pseudo-sequence H-2-IEd. The binding affinity (normalized) is 0.512. (4) The peptide sequence is GRHLIFCHSKRKCDELATKL. The MHC is DRB1_0802 with pseudo-sequence DRB1_0802. The binding affinity (normalized) is 0. (5) The peptide sequence is KIEIDQDHQEEICEV. The MHC is HLA-DPA10103-DPB10401 with pseudo-sequence HLA-DPA10103-DPB10401. The binding affinity (normalized) is 0.398. (6) The peptide sequence is CRKELAAVSVDCSEY. The MHC is DRB1_0405 with pseudo-sequence DRB1_0405. The binding affinity (normalized) is 0.508. (7) The peptide sequence is DRYSVDADLQLGELI. The MHC is HLA-DQA10201-DQB10402 with pseudo-sequence HLA-DQA10201-DQB10402. The binding affinity (normalized) is 0.170.